From a dataset of Full USPTO retrosynthesis dataset with 1.9M reactions from patents (1976-2016). Predict the reactants needed to synthesize the given product. (1) Given the product [F:28][C:9]1[CH:10]=[C:11]([C:13]2[CH:18]=[C:17]([N:19]3[CH2:24][CH2:23][O:22][CH2:21][C@H:20]3[CH3:25])[N:16]=[C:15]([NH:26][CH3:27])[N:14]=2)[CH:12]=[C:7]([C:34]2[O:33][CH:37]=[CH:36][CH:35]=2)[C:8]=1[C:29]#[N:30], predict the reactants needed to synthesize it. The reactants are: FC(F)(F)S(O[C:7]1[CH:12]=[C:11]([C:13]2[CH:18]=[C:17]([N:19]3[CH2:24][CH2:23][O:22][CH2:21][C@H:20]3[CH3:25])[N:16]=[C:15]([NH:26][CH3:27])[N:14]=2)[CH:10]=[C:9]([F:28])[C:8]=1[C:29]#[N:30])(=O)=O.[O:33]1[CH:37]=[CH:36][CH:35]=[C:34]1B(O)O.C(Cl)Cl.[O-]P([O-])([O-])=O.[K+].[K+].[K+]. (2) Given the product [Cl:12][C:9]1[CH:10]=[CH:11][C:2]([CH2:13][CH3:14])=[C:3]([CH:8]=1)[C:4]([O:6][CH3:7])=[O:5], predict the reactants needed to synthesize it. The reactants are: Br[C:2]1[CH:11]=[CH:10][C:9]([Cl:12])=[CH:8][C:3]=1[C:4]([O:6][CH3:7])=[O:5].[CH2:13](B(O)O)[CH3:14].C1(P(C2CCCCC2)C2CCCCC2)CCCCC1.C1(C)C=CC=CC=1. (3) The reactants are: C=O.[CH:3](O)=O.[F:6][C:7]1[CH:20]=[C:19]([N+:21]([O-:23])=[O:22])[CH:18]=[CH:17][C:8]=1[O:9][CH2:10][CH:11]1[CH2:16][CH2:15][CH2:14][NH:13][CH2:12]1.C(=O)([O-])O.[Na+]. Given the product [F:6][C:7]1[CH:20]=[C:19]([N+:21]([O-:23])=[O:22])[CH:18]=[CH:17][C:8]=1[O:9][CH2:10][CH:11]1[CH2:16][CH2:15][CH2:14][N:13]([CH3:3])[CH2:12]1, predict the reactants needed to synthesize it. (4) The reactants are: [CH2:1]([O:8][C:9]1[C:18]2[C:13](=[CH:14][CH:15]=[CH:16][CH:17]=2)[N:12]([CH2:19][CH:20]=O)[C:11](=[O:22])[CH:10]=1)[C:2]1[CH:7]=[CH:6][CH:5]=[CH:4][CH:3]=1.[C:23]([O:27][C:28](=[O:47])[N:29]([CH2:36][C:37]1[CH:46]=[CH:45][C:40]2[O:41][CH2:42][CH2:43][O:44][C:39]=2[CH:38]=1)[CH:30]1[CH2:35][CH2:34][NH:33][CH2:32][CH2:31]1)([CH3:26])([CH3:25])[CH3:24].C(O[BH-](OC(=O)C)OC(=O)C)(=O)C.[Na+].C(=O)([O-])O.[Na+]. Given the product [C:23]([O:27][C:28](=[O:47])[N:29]([CH:30]1[CH2:35][CH2:34][N:33]([CH2:20][CH2:19][N:12]2[C:13]3[C:18](=[CH:17][CH:16]=[CH:15][CH:14]=3)[C:9]([O:8][CH2:1][C:2]3[CH:7]=[CH:6][CH:5]=[CH:4][CH:3]=3)=[CH:10][C:11]2=[O:22])[CH2:32][CH2:31]1)[CH2:36][C:37]1[CH:46]=[CH:45][C:40]2[O:41][CH2:42][CH2:43][O:44][C:39]=2[CH:38]=1)([CH3:26])([CH3:24])[CH3:25], predict the reactants needed to synthesize it. (5) Given the product [CH3:10][C:8]1[S:9][C:5]([C:3]([OH:4])=[O:2])=[C:6]([C:11]2[CH:12]=[CH:13][C:14]([CH3:17])=[CH:15][CH:16]=2)[N:7]=1, predict the reactants needed to synthesize it. The reactants are: C[O:2][C:3]([C:5]1[S:9][C:8]([CH3:10])=[N:7][C:6]=1[C:11]1[CH:16]=[CH:15][C:14]([CH3:17])=[CH:13][CH:12]=1)=[O:4].[OH-].[K+].O. (6) Given the product [Cl:21][C:18]1[CH:19]=[CH:20][C:15]([C:13]2[O:12][C:11]([CH3:22])=[C:10]([CH2:9][O:8][C:4]3[CH:5]=[N:6][CH:7]=[C:2]([N:38]4[CH2:43][CH2:42][NH:41][CH2:40][CH2:39]4)[N:3]=3)[CH:14]=2)=[CH:16][CH:17]=1, predict the reactants needed to synthesize it. The reactants are: Cl[C:2]1[CH:7]=[N:6][CH:5]=[C:4]([O:8][CH2:9][C:10]2[CH:14]=[C:13]([C:15]3[CH:20]=[CH:19][C:18]([Cl:21])=[CH:17][CH:16]=3)[O:12][C:11]=2[CH3:22])[N:3]=1.ClC1C=CC(C2OC(C)=C(CO)C=2)=CC=1.[NH:38]1[CH2:43][CH2:42][NH:41][CH2:40][CH2:39]1.C([O-])([O-])=O.[K+].[K+].O=[O+][O-].